This data is from Catalyst prediction with 721,799 reactions and 888 catalyst types from USPTO. The task is: Predict which catalyst facilitates the given reaction. (1) Reactant: [CH:1]1([CH2:4][N:5]([C:13]2[C:14]([S:23][CH3:24])=[N:15][N:16]3[C:21]([I:22])=[CH:20][CH:19]=[CH:18][C:17]=23)C(=O)OC(C)(C)C)[CH2:3][CH2:2]1.Cl.C(OCC)(=O)C.C(=O)(O)[O-].[Na+]. Product: [CH:1]1([CH2:4][NH:5][C:13]2[C:14]([S:23][CH3:24])=[N:15][N:16]3[C:21]([I:22])=[CH:20][CH:19]=[CH:18][C:17]=23)[CH2:2][CH2:3]1. The catalyst class is: 13. (2) Reactant: [Cl:1][C:2]1[CH:7]=[CH:6][C:5]([C:8]2=[N:9][C@@H:10]([CH2:24][C:25]([O:27]C)=[O:26])[C:11]3[N:12]([C:20]([CH3:23])=[N:21][N:22]=3)[C:13]3[S:17][C:16]([CH3:18])=[C:15]([CH3:19])[C:14]2=3)=[CH:4][CH:3]=1.O.[OH-].[Li+].Cl. Product: [Cl:1][C:2]1[CH:3]=[CH:4][C:5]([C:8]2=[N:9][C@@H:10]([CH2:24][C:25]([OH:27])=[O:26])[C:11]3[N:12]([C:20]([CH3:23])=[N:21][N:22]=3)[C:13]3[S:17][C:16]([CH3:18])=[C:15]([CH3:19])[C:14]2=3)=[CH:6][CH:7]=1. The catalyst class is: 5. (3) Reactant: [Br:1][C:2]1[CH:7]=[CH:6][C:5]([CH2:8][CH2:9][CH2:10][C:11]2[N:15]([CH2:16][CH3:17])[C:14](=[O:18])[N:13]([CH2:19][C:20]3[CH:25]=[CH:24][C:23]([C:26]([CH3:29])([CH3:28])[CH3:27])=[CH:22][CH:21]=3)[N:12]=2)=[CH:4][C:3]=1[OH:30].[C:31](=O)([O-])[O-].[K+].[K+].S(OC)(OC)(=O)=O. Product: [Br:1][C:2]1[CH:7]=[CH:6][C:5]([CH2:8][CH2:9][CH2:10][C:11]2[N:15]([CH2:16][CH3:17])[C:14](=[O:18])[N:13]([CH2:19][C:20]3[CH:21]=[CH:22][C:23]([C:26]([CH3:29])([CH3:28])[CH3:27])=[CH:24][CH:25]=3)[N:12]=2)=[CH:4][C:3]=1[O:30][CH3:31]. The catalyst class is: 95.